From a dataset of Peptide-MHC class I binding affinity with 185,985 pairs from IEDB/IMGT. Regression. Given a peptide amino acid sequence and an MHC pseudo amino acid sequence, predict their binding affinity value. This is MHC class I binding data. (1) The peptide sequence is IRNLVKRYK. The MHC is HLA-B15:01 with pseudo-sequence HLA-B15:01. The binding affinity (normalized) is 0.0847. (2) The peptide sequence is ETKKRMDYF. The MHC is HLA-B44:02 with pseudo-sequence HLA-B44:02. The binding affinity (normalized) is 0.0847. (3) The peptide sequence is ATIWQLLAF. The MHC is HLA-A30:01 with pseudo-sequence HLA-A30:01. The binding affinity (normalized) is 0.213. (4) The peptide sequence is RPFNNILNL. The MHC is HLA-A68:02 with pseudo-sequence HLA-A68:02. The binding affinity (normalized) is 0.0698. (5) The peptide sequence is YMHGSIHEV. The MHC is HLA-B15:01 with pseudo-sequence HLA-B15:01. The binding affinity (normalized) is 0.559. (6) The peptide sequence is LWFSFGASCF. The MHC is HLA-A02:01 with pseudo-sequence HLA-A02:01. The binding affinity (normalized) is 0. (7) The peptide sequence is QFNFNGHTY. The MHC is HLA-A11:01 with pseudo-sequence HLA-A11:01. The binding affinity (normalized) is 0.108. (8) The peptide sequence is ATEGALNTPK. The MHC is HLA-A68:01 with pseudo-sequence HLA-A68:01. The binding affinity (normalized) is 0.501. (9) The peptide sequence is RTSKAALER. The MHC is HLA-A33:01 with pseudo-sequence HLA-A33:01. The binding affinity (normalized) is 0. (10) The peptide sequence is LPFDRITVM. The MHC is HLA-B07:02 with pseudo-sequence HLA-B07:02. The binding affinity (normalized) is 0.570.